Dataset: Catalyst prediction with 721,799 reactions and 888 catalyst types from USPTO. Task: Predict which catalyst facilitates the given reaction. (1) Reactant: [CH2:1]1OCCOCCOCCOCCO[CH2:2]1.[OH-].[Na+].C([C:20]([CH2:33][CH3:34])(P(O)(O)=O)/[C:21](/[CH3:28])=[C:22](\CC)/[C:23]([O-:25])=[O:24])C.[CH3:35][C:36](=[CH:38][CH2:39][CH2:40]/[C:41](=C/C=O)/[CH3:42])[CH3:37]. The catalyst class is: 11. Product: [CH3:28]/[C:21](/[CH:20]=[CH:33]/[CH:34]=[C:41](\[CH3:42])/[CH2:40][CH2:39][CH:38]=[C:36]([CH3:37])[CH3:35])=[CH:22]\[C:23]([O:25][CH2:1][CH3:2])=[O:24]. (2) Reactant: Cl[C:2]1[CH:11]=[CH:10][C:9]2[C:4](=[CH:5][CH:6]=[C:7]([Cl:24])[C:8]=2[NH:12][C:13](=[O:23])[CH2:14][C@@H:15]([CH3:22])[C:16]2[CH:21]=[CH:20][CH:19]=[CH:18][CH:17]=2)[N:3]=1.[NH:25]1[CH2:29][CH2:28][C@H:27]([NH2:30])[CH2:26]1.C(N(CC)CC)C. Product: [NH2:30][C@H:27]1[CH2:28][CH2:29][N:25]([C:2]2[CH:11]=[CH:10][C:9]3[C:4](=[CH:5][CH:6]=[C:7]([Cl:24])[C:8]=3[NH:12][C:13](=[O:23])[CH2:14][C@@H:15]([CH3:22])[C:16]3[CH:21]=[CH:20][CH:19]=[CH:18][CH:17]=3)[N:3]=2)[CH2:26]1. The catalyst class is: 10.